From a dataset of Catalyst prediction with 721,799 reactions and 888 catalyst types from USPTO. Predict which catalyst facilitates the given reaction. (1) Reactant: [Cl:1][C:2]1[CH:7]=[CH:6][C:5]([C:8]2([CH2:14][C:15]([OH:17])=[O:16])[CH2:13][CH2:12][O:11][CH2:10][CH2:9]2)=[CH:4][CH:3]=1.[CH3:18]O. Product: [CH3:18][O:16][C:15](=[O:17])[CH2:14][C:8]1([C:5]2[CH:6]=[CH:7][C:2]([Cl:1])=[CH:3][CH:4]=2)[CH2:9][CH2:10][O:11][CH2:12][CH2:13]1. The catalyst class is: 65. (2) Reactant: Cl[C:2]1[N:7]=[CH:6][C:5]([C:8]([NH:10][C:11]2[CH:16]=[C:15]([C:17]3[S:18][CH:19]=[CH:20][CH:21]=3)[CH:14]=[CH:13][C:12]=2[NH:22]C(=O)OC(C)(C)C)=[O:9])=[CH:4][CH:3]=1.Cl.[CH3:31][P:32]1(=[O:43])[O:37][CH2:36][C:35]2([CH2:42][CH2:41][NH:40][CH2:39][CH2:38]2)[CH2:34][O:33]1.CCN(C(C)C)C(C)C. Product: [NH2:22][C:12]1[CH:13]=[CH:14][C:15]([C:17]2[S:18][CH:19]=[CH:20][CH:21]=2)=[CH:16][C:11]=1[NH:10][C:8](=[O:9])[C:5]1[CH:4]=[CH:3][C:2]([N:40]2[CH2:41][CH2:42][C:35]3([CH2:34][O:33][P:32]([CH3:31])(=[O:43])[O:37][CH2:36]3)[CH2:38][CH2:39]2)=[N:7][CH:6]=1. The catalyst class is: 16. (3) Reactant: C([Li])CCC.[F:6][C:7]([F:36])([F:35])[C:8]1[CH:9]=[CH:10][C:11]([O:27][CH2:28][C:29]2[CH:34]=[CH:33][CH:32]=[CH:31][CH:30]=2)=[C:12]([C:14]2[N:15]([C:20]3[N:25]=[C:24](Br)[CH:23]=[CH:22][CH:21]=3)[C:16]([CH3:19])=[CH:17][CH:18]=2)[CH:13]=1.[C:37](=[O:39])=[O:38]. Product: [F:6][C:7]([F:36])([F:35])[C:8]1[CH:9]=[CH:10][C:11]([O:27][CH2:28][C:29]2[CH:34]=[CH:33][CH:32]=[CH:31][CH:30]=2)=[C:12]([C:14]2[N:15]([C:20]3[N:25]=[C:24]([C:37]([OH:39])=[O:38])[CH:23]=[CH:22][CH:21]=3)[C:16]([CH3:19])=[CH:17][CH:18]=2)[CH:13]=1. The catalyst class is: 1. (4) Reactant: C[O:2][C:3](=[O:29])[CH2:4][N:5]1[C:10](=[O:11])[C:9]2[CH:12]=[CH:13][N:14]=[CH:15][C:8]=2[N:7]([CH2:16][C:17]2[C:25]3[C:20](=[CH:21][CH:22]=[CH:23][C:24]=3[CH3:26])[N:19]([CH3:27])[CH:18]=2)[C:6]1=[O:28].[OH-].[Li+].Cl.O. Product: [CH3:27][N:19]1[C:20]2[C:25](=[C:24]([CH3:26])[CH:23]=[CH:22][CH:21]=2)[C:17]([CH2:16][N:7]2[C:8]3[CH:15]=[N:14][CH:13]=[CH:12][C:9]=3[C:10](=[O:11])[N:5]([CH2:4][C:3]([OH:29])=[O:2])[C:6]2=[O:28])=[CH:18]1. The catalyst class is: 12. (5) Reactant: [NH2:1][C:2]([C:4]1[N:8]2[C:9]3[CH:32]=[CH:31][C:30]([Cl:33])=[CH:29][C:10]=3[C@@H:11]([C:19]3[CH:24]=[CH:23][CH:22]=[C:21]([O:25][CH3:26])[C:20]=3[O:27][CH3:28])[O:12][C@H:13]([CH2:14][CH2:15][C:16]([OH:18])=O)[C:7]2=[CH:6][CH:5]=1)=[O:3].[NH:34]1[CH2:39][CH2:38][CH:37]([CH2:40][C:41]([O:43][CH2:44][CH3:45])=[O:42])[CH2:36][CH2:35]1.Cl.C(N=C=NCCCN(C)C)C.ON1C2C=CC=CC=2N=N1. Product: [NH2:1][C:2]([C:4]1[N:8]2[C:9]3[CH:32]=[CH:31][C:30]([Cl:33])=[CH:29][C:10]=3[C@@H:11]([C:19]3[CH:24]=[CH:23][CH:22]=[C:21]([O:25][CH3:26])[C:20]=3[O:27][CH3:28])[O:12][C@H:13]([CH2:14][CH2:15][C:16]([N:34]3[CH2:39][CH2:38][CH:37]([CH2:40][C:41]([O:43][CH2:44][CH3:45])=[O:42])[CH2:36][CH2:35]3)=[O:18])[C:7]2=[CH:6][CH:5]=1)=[O:3]. The catalyst class is: 2. (6) Reactant: [C:1]([C:3]1[CH:8]=[CH:7][CH:6]=[CH:5][C:4]=1[OH:9])#[N:2].[F:10][CH:11]([F:14])[CH2:12]O.C1(P(C2C=CC=CC=2)C2C=CC=CC=2)C=CC=CC=1.N(C(OC(C)C)=O)=NC(OC(C)C)=O. Product: [F:10][CH:11]([F:14])[CH2:12][O:9][C:4]1[CH:5]=[CH:6][CH:7]=[CH:8][C:3]=1[C:1]#[N:2]. The catalyst class is: 11. (7) Reactant: [Cl-].O[NH3+:3].[C:4](=[O:7])([O-])[OH:5].[Na+].CS(C)=O.[CH3:13][O:14][CH:15]1[CH2:20][CH2:19][CH:18]([N:21]2[C:26](=[O:27])[C:25]([CH2:28][C:29]3[CH:34]=[CH:33][C:32]([C:35]4[C:36]([C:41]#[N:42])=[CH:37][CH:38]=[CH:39][CH:40]=4)=[CH:31][CH:30]=3)=[C:24]([CH2:43][CH2:44][CH3:45])[N:23]3[N:46]=[CH:47][N:48]=[C:22]23)[CH2:17][CH2:16]1. Product: [CH3:13][O:14][CH:15]1[CH2:16][CH2:17][CH:18]([N:21]2[C:26](=[O:27])[C:25]([CH2:28][C:29]3[CH:34]=[CH:33][C:32]([C:35]4[CH:40]=[CH:39][CH:38]=[CH:37][C:36]=4[C:41]4[NH:3][C:4](=[O:7])[O:5][N:42]=4)=[CH:31][CH:30]=3)=[C:24]([CH2:43][CH2:44][CH3:45])[N:23]3[N:46]=[CH:47][N:48]=[C:22]23)[CH2:19][CH2:20]1. The catalyst class is: 13. (8) Reactant: [F:1][C:2]1[CH:7]=[CH:6][C:5]([CH2:8][C:9]2[CH:18]=[C:17]3[C:12]([C:13]([OH:25])=[C:14]([C:20]([O:22][CH2:23][CH3:24])=[O:21])[C:15](=[O:19])[NH:16]3)=[N:11][CH:10]=2)=[CH:4][CH:3]=1.I[CH2:27][CH3:28]. Product: [CH2:27]([N:16]1[C:17]2[C:12](=[N:11][CH:10]=[C:9]([CH2:8][C:5]3[CH:6]=[CH:7][C:2]([F:1])=[CH:3][CH:4]=3)[CH:18]=2)[C:13]([OH:25])=[C:14]([C:20]([O:22][CH2:23][CH3:24])=[O:21])[C:15]1=[O:19])[CH3:28]. The catalyst class is: 7. (9) Reactant: Cl.[NH2:2][O:3][CH2:4][C:5]([OH:7])=[O:6].[NH2:8][CH:9]1[CH:12]2[S:13][CH2:14][C:15]3[CH:19](O)[O:18][C:17](=[O:21])[C:16]=3[N:11]2[C:10]1=[O:22]. Product: [NH2:8][CH:9]1[C:10](=[O:22])[N:11]2[C:16]([C:17]([OH:21])=[O:18])=[C:15]([CH:19]=[N:2][O:3][CH2:4][C:5]([OH:7])=[O:6])[CH2:14][S:13][C@H:12]12. The catalyst class is: 6. (10) Reactant: [NH:1]1[C:11]2[C:6](=[CH:7][CH:8]=[CH:9][CH:10]=2)[C:4](=[O:5])[C:2]1=[O:3].[H-].[Na+].Br[CH2:15][C:16]1[O:17][C:18]([C:21]([F:24])([F:23])[F:22])=[CH:19][CH:20]=1. Product: [F:22][C:21]([F:24])([F:23])[C:18]1[O:17][C:16]([CH2:15][N:1]2[C:11]3[C:6](=[CH:7][CH:8]=[CH:9][CH:10]=3)[C:4](=[O:5])[C:2]2=[O:3])=[CH:20][CH:19]=1. The catalyst class is: 9.